From a dataset of Full USPTO retrosynthesis dataset with 1.9M reactions from patents (1976-2016). Predict the reactants needed to synthesize the given product. The reactants are: C(OC(=O)[NH:7][C@H:8]([CH2:24][N:25]([C:27](=[O:29])[CH3:28])[OH:26])[CH2:9][C:10]1[CH:15]=[CH:14][C:13]([O:16][C:17]2[CH:22]=[CH:21][C:20]([Cl:23])=[CH:19][CH:18]=2)=[CH:12][CH:11]=1)(C)(C)C.Cl. Given the product [ClH:23].[NH2:7][C@@H:8]([CH2:9][C:10]1[CH:15]=[CH:14][C:13]([O:16][C:17]2[CH:18]=[CH:19][C:20]([Cl:23])=[CH:21][CH:22]=2)=[CH:12][CH:11]=1)[CH2:24][N:25]([OH:26])[C:27](=[O:29])[CH3:28], predict the reactants needed to synthesize it.